This data is from Forward reaction prediction with 1.9M reactions from USPTO patents (1976-2016). The task is: Predict the product of the given reaction. (1) Given the reactants [Cl:1][C:2]1[CH:3]=[CH:4][C:5]([C:8]([C:17]2[CH:22]=[C:21]([C:23]([F:26])([F:25])[F:24])[CH:20]=[C:19]([F:27])[CH:18]=2)=[N:9][C:10]2[S:11][C:12]([CH3:16])=[C:13]([CH3:15])[N:14]=2)=[N:6][CH:7]=1.[Si]([C:32]#[N:33])(C)(C)C, predict the reaction product. The product is: [Cl:1][C:2]1[CH:3]=[CH:4][C:5]([C:8]([NH:9][C:10]2[S:11][C:12]([CH3:16])=[C:13]([CH3:15])[N:14]=2)([C:17]2[CH:22]=[C:21]([C:23]([F:25])([F:24])[F:26])[CH:20]=[C:19]([F:27])[CH:18]=2)[C:32]#[N:33])=[N:6][CH:7]=1. (2) Given the reactants [CH3:1][O-:2].[Na+].C[OH:5].C(C1CN([C:12](=[O:47])[C@H:13]([NH:17][C:18]([C:20]2[C:28]3[C:23](=[N:24][CH:25]=[C:26]([C:29]4[S:37][C:36]5[C:31](=[N:32][CH:33]=[CH:34][C:35]=5Cl)[CH:30]=4)[N:27]=3)[N:22]([CH2:39][O:40][CH2:41][CH2:42][Si:43]([CH3:46])([CH3:45])[CH3:44])[CH:21]=2)=[O:19])[CH:14]2[CH2:16][CH2:15]2)C1)#N, predict the reaction product. The product is: [CH:14]1([C@@H:13]([NH:17][C:18]([C:20]2[C:28]3[C:23](=[N:24][CH:25]=[C:26]([C:29]4[S:37][C:36]5[C:31](=[N:32][CH:33]=[CH:34][C:35]=5[O:2][CH3:1])[CH:30]=4)[N:27]=3)[N:22]([CH2:39][O:40][CH2:41][CH2:42][Si:43]([CH3:46])([CH3:44])[CH3:45])[CH:21]=2)=[O:19])[C:12]([OH:5])=[O:47])[CH2:15][CH2:16]1. (3) Given the reactants [H-].[Na+].[NH:3]1[CH2:8][CH2:7][O:6][CH2:5][CH2:4]1.[Br:9][C:10]1[C:15](Br)=[N:14][CH:13]=[CH:12][N:11]=1, predict the reaction product. The product is: [Br:9][C:10]1[N:11]=[CH:12][C:13]([N:3]2[CH2:8][CH2:7][O:6][CH2:5][CH2:4]2)=[N:14][CH:15]=1. (4) Given the reactants [Li+].[OH-].[O:3]=[C:4]1[C@H:10]([CH2:11][C:12]([O:14]C)=[O:13])[CH2:9][C:8]2[CH:16]=[CH:17][C:18]([O:20][CH2:21][CH2:22][CH2:23][NH:24][C:25]3[CH:30]=[CH:29][CH:28]=[CH:27][N:26]=3)=[CH:19][C:7]=2[CH2:6][N:5]1[CH2:31][CH2:32][C:33]1[CH:38]=[CH:37][CH:36]=[CH:35][CH:34]=1, predict the reaction product. The product is: [O:3]=[C:4]1[C@H:10]([CH2:11][C:12]([OH:14])=[O:13])[CH2:9][C:8]2[CH:16]=[CH:17][C:18]([O:20][CH2:21][CH2:22][CH2:23][NH:24][C:25]3[CH:30]=[CH:29][CH:28]=[CH:27][N:26]=3)=[CH:19][C:7]=2[CH2:6][N:5]1[CH2:31][CH2:32][C:33]1[CH:38]=[CH:37][CH:36]=[CH:35][CH:34]=1. (5) The product is: [C:70]([O:69][C:67]([N:40]([C:38]([O:37][C:33]([CH3:34])([CH3:36])[CH3:35])=[O:39])[C:41]1[C:42]2[C:47](=[CH:46][C:45]([NH:51][CH:52]([C:56]3[CH:57]=[C:58]([CH3:66])[C:59]([CH2:63][CH2:64][OH:65])=[C:60]([CH3:62])[CH:61]=3)[C:53]([NH:16][C@@H:17]([C:24]3[CH:29]=[CH:28][CH:27]=[C:26]([N+:30]([O-:32])=[O:31])[CH:25]=3)[CH2:18][C:19]([O:21][CH2:22][CH3:23])=[O:20])=[O:54])=[CH:44][CH:43]=2)[CH:48]=[CH:49][N:9]=1)=[O:68])([CH3:71])([CH3:72])[CH3:73]. Given the reactants C(Cl)CCl.C1C=[N:9]C2N(O)N=NC=2C=1.Cl.[NH2:16][C@@H:17]([C:24]1[CH:29]=[CH:28][CH:27]=[C:26]([N+:30]([O-:32])=[O:31])[CH:25]=1)[CH2:18][C:19]([O:21][CH2:22][CH3:23])=[O:20].[C:33]([O:37][C:38]([N:40]([C:67]([O:69][C:70]([CH3:73])([CH3:72])[CH3:71])=[O:68])[C:41]1C=[CH:49][CH:48]=[C:47]2[C:42]=1[CH:43]=[CH:44][C:45]([NH:51][CH:52]([C:56]1[CH:61]=[C:60]([CH3:62])[C:59]([CH2:63][CH2:64][OH:65])=[C:58]([CH3:66])[CH:57]=1)[C:53](O)=[O:54])=[CH:46]2)=[O:39])([CH3:36])([CH3:35])[CH3:34].C(N(CC)CC)C, predict the reaction product. (6) Given the reactants [CH3:1][S:2][C:3]1[S:4][C:5]2[C:6]([N:13]=1)=[N:7][CH:8]=[C:9]([CH2:11]O)[CH:10]=2.O=S(Cl)[Cl:16], predict the reaction product. The product is: [Cl:16][CH2:11][C:9]1[CH:10]=[C:5]2[S:4][C:3]([S:2][CH3:1])=[N:13][C:6]2=[N:7][CH:8]=1. (7) Given the reactants [CH3:1][N:2](C)[C:3]1[CH:8]=[CH:7][CH:6]=[CH:5][CH:4]=1.FC(F)(F)S(O[C:16]1[CH:21]=[C:20]([CH3:22])[C:19]([CH3:23])=[CH:18][C:17]=1[Si](C)(C)C)(=O)=O.[F-].[K+].C1OCCOCCOCCOCCOCCOC1, predict the reaction product. The product is: [CH3:1][N:2]([C:3]1[CH:8]=[CH:7][CH:6]=[CH:5][CH:4]=1)[C:17]1[CH:16]=[CH:21][C:20]([CH3:22])=[C:19]([CH3:23])[CH:18]=1. (8) Given the reactants C(O)C.C(=S)(OCC)[S:5][C:6]1[CH:7]=[N:8][C:9]([C:12]([F:15])([F:14])[F:13])=[CH:10][CH:11]=1.[OH-].[Na+], predict the reaction product. The product is: [F:15][C:12]([F:13])([F:14])[C:9]1[N:8]=[CH:7][C:6]([SH:5])=[CH:11][CH:10]=1. (9) The product is: [Cl:1][C:2]1[CH:3]=[C:4]([NH:19][S:29]([C:22]2[C:23]([CH3:28])=[CH:24][C:25]([CH3:27])=[CH:26][C:21]=2[CH3:20])(=[O:31])=[O:30])[CH:5]=[N:6][C:7]=1[O:8][C:9]1[CH:10]=[N:11][C:12]2[C:17]([CH:18]=1)=[CH:16][CH:15]=[CH:14][CH:13]=2. Given the reactants [Cl:1][C:2]1[CH:3]=[C:4]([NH2:19])[CH:5]=[N:6][C:7]=1[O:8][C:9]1[CH:10]=[N:11][C:12]2[C:17]([CH:18]=1)=[CH:16][CH:15]=[CH:14][CH:13]=2.[CH3:20][C:21]1[CH:26]=[C:25]([CH3:27])[CH:24]=[C:23]([CH3:28])[C:22]=1[S:29](Cl)(=[O:31])=[O:30], predict the reaction product. (10) Given the reactants [CH3:1][O:2][C:3]1[CH:8]=[CH:7][C:6]([C:9]2[CH:16]=[CH:15][C:12]([CH2:13][OH:14])=[CH:11][CH:10]=2)=[CH:5][CH:4]=1, predict the reaction product. The product is: [CH3:1][O:2][C:3]1[CH:4]=[CH:5][C:6]([C:9]2[CH:16]=[CH:15][C:12]([CH:13]=[O:14])=[CH:11][CH:10]=2)=[CH:7][CH:8]=1.